The task is: Predict the product of the given reaction.. This data is from Forward reaction prediction with 1.9M reactions from USPTO patents (1976-2016). (1) Given the reactants C([Si]([O:8][C:9]1(OCC)[C:12]2[CH:13]=[CH:14][CH:15]=[CH:16][C:11]=2[CH2:10]1)(C)C)(C)(C)C, predict the reaction product. The product is: [C:9]1(=[O:8])[C:12]2[CH:13]=[CH:14][CH:15]=[CH:16][C:11]=2[CH2:10]1. (2) The product is: [Cl:17][C:12]1[CH:11]=[C:10]([C:8]2[CH:9]=[C:4]([CH2:3][OH:2])[CH:5]=[N:6][CH:7]=2)[CH:15]=[CH:14][C:13]=1[Cl:16]. Given the reactants C[O:2][C:3](=O)[C:4]1[CH:9]=[C:8]([C:10]2[CH:15]=[CH:14][C:13]([Cl:16])=[C:12]([Cl:17])[CH:11]=2)[CH:7]=[N:6][CH:5]=1, predict the reaction product. (3) Given the reactants [Cl:1][C:2]1[CH:3]=[C:4]([NH:10][C:11](=[O:15])/[CH:12]=[CH:13]/[CH3:14])[CH:5]=[CH:6][C:7]=1[C:8]#[N:9].C1CCN2C(=NCCC2)CC1.[N+:27]([CH3:30])([O-:29])=[O:28], predict the reaction product. The product is: [Cl:1][C:2]1[CH:3]=[C:4]([NH:10][C:11](=[O:15])[CH2:12][CH:13]([CH3:14])[CH2:30][N+:27]([O-:29])=[O:28])[CH:5]=[CH:6][C:7]=1[C:8]#[N:9]. (4) The product is: [OH:9][CH2:8][C@H:3]([NH:2][CH2:18][CH2:19][CH:20]1[CH2:21][CH2:22][N:23]([C:26]([O:28][C:29]([CH3:30])([CH3:32])[CH3:31])=[O:27])[CH2:24][CH2:25]1)[C:4]([O:6][CH3:7])=[O:5]. Given the reactants Cl.[NH2:2][C@@H:3]([CH2:8][OH:9])[C:4]([O:6][CH3:7])=[O:5].C(N(CC)CC)C.O=[CH:18][CH2:19][CH:20]1[CH2:25][CH2:24][N:23]([C:26]([O:28][C:29]([CH3:32])([CH3:31])[CH3:30])=[O:27])[CH2:22][CH2:21]1.CO, predict the reaction product. (5) Given the reactants [Br:1][C:2]1[CH:33]=[CH:32][C:5]([CH2:6][N:7]2[CH:12]=[CH:11][CH:10]=[C:9]([C:13]([NH:15][C@@H:16]([CH2:20][CH2:21][CH2:22][NH:23]C(OC(C)(C)C)=O)[C:17]([OH:19])=[O:18])=[O:14])[C:8]2=[O:31])=[CH:4][CH:3]=1.[C:34]([OH:40])([C:36]([F:39])([F:38])[F:37])=[O:35], predict the reaction product. The product is: [NH2:23][CH2:22][CH2:21][CH2:20][C@H:16]([NH:15][C:13]([C:9]1[C:8](=[O:31])[N:7]([CH2:6][C:5]2[CH:32]=[CH:33][C:2]([Br:1])=[CH:3][CH:4]=2)[CH:12]=[CH:11][CH:10]=1)=[O:14])[C:17]([OH:19])=[O:18].[C:34]([OH:40])([C:36]([F:39])([F:38])[F:37])=[O:35].